From a dataset of Full USPTO retrosynthesis dataset with 1.9M reactions from patents (1976-2016). Predict the reactants needed to synthesize the given product. (1) Given the product [CH2:1]([O:3][C:4]([C:6]1([C:9]2[CH:14]=[CH:13][C:12]([C:15]3[CH:20]=[CH:19][C:18]([C:21]4[O:25][N:24]=[C:23]([CH3:26])[C:22]=4[NH:27][C:28]4[CH:33]=[CH:32][CH:31]=[C:30]([C:40]5[CH:39]=[CH:38][CH:37]=[C:36]([F:35])[CH:41]=5)[N:29]=4)=[CH:17][CH:16]=3)=[CH:11][CH:10]=2)[CH2:8][CH2:7]1)=[O:5])[CH3:2], predict the reactants needed to synthesize it. The reactants are: [CH2:1]([O:3][C:4]([C:6]1([C:9]2[CH:14]=[CH:13][C:12]([C:15]3[CH:20]=[CH:19][C:18]([C:21]4[O:25][N:24]=[C:23]([CH3:26])[C:22]=4[NH:27][C:28]4[CH:33]=[CH:32][CH:31]=[C:30](Br)[N:29]=4)=[CH:17][CH:16]=3)=[CH:11][CH:10]=2)[CH2:8][CH2:7]1)=[O:5])[CH3:2].[F:35][C:36]1[CH:37]=[C:38](B(O)O)[CH:39]=[CH:40][CH:41]=1. (2) Given the product [F:41][C:36]1[CH:37]=[C:38]([F:40])[CH:39]=[C:34]([F:33])[C:35]=1[NH:42][C:43](=[O:68])[NH:44][C:45]1[CH:46]=[CH:47][C:48]([C:51]2[S:55][C:54]([CH:56]3[CH2:57][CH2:58][CH:59]([CH2:62][C:63]([OH:65])=[O:64])[CH2:60][CH2:61]3)=[N:53][CH:52]=2)=[CH:49][CH:50]=1, predict the reactants needed to synthesize it. The reactants are: ClC1C=CC=CC=1NC(=O)NC1C=CC(C2SC(C3CCC(CC(O)=O)CC3)=NC=2)=CC=1.[F:33][C:34]1[CH:39]=[C:38]([F:40])[CH:37]=[C:36]([F:41])[C:35]=1[NH:42][C:43](=[O:68])[NH:44][C:45]1[CH:50]=[CH:49][C:48]([C:51]2[S:55][C:54]([CH:56]3[CH2:61][CH2:60][CH:59]([CH2:62][C:63]([O:65]CC)=[O:64])[CH2:58][CH2:57]3)=[N:53][CH:52]=2)=[CH:47][CH:46]=1.